From a dataset of Forward reaction prediction with 1.9M reactions from USPTO patents (1976-2016). Predict the product of the given reaction. (1) Given the reactants [CH2:1]([O:8][C:9]1[CH:14]=[CH:13][C:12](B(O)O)=[CH:11][C:10]=1[O:18][CH3:19])[C:2]1[CH:7]=[CH:6][CH:5]=[CH:4][CH:3]=1.Br[C:21]1[CH:22]=[C:23]([C:27]2[CH:32]=[CH:31][CH:30]=[C:29]([C:33]([F:36])([F:35])[F:34])[N+:28]=2[O-:37])[CH:24]=[CH:25][CH:26]=1.C(=O)([O-])[O-].[Na+].[Na+], predict the reaction product. The product is: [CH2:1]([O:8][C:9]1[CH:14]=[CH:13][C:12]([C:21]2[CH:26]=[CH:25][CH:24]=[C:23]([C:27]3[CH:32]=[CH:31][CH:30]=[C:29]([C:33]([F:36])([F:35])[F:34])[N+:28]=3[O-:37])[CH:22]=2)=[CH:11][C:10]=1[O:18][CH3:19])[C:2]1[CH:7]=[CH:6][CH:5]=[CH:4][CH:3]=1. (2) The product is: [CH2:19]([O:1][C:2]1[CH:9]=[C:8]([CH:10]([CH3:12])[CH3:11])[CH:7]=[CH:6][C:3]=1[CH:4]=[O:5])[C:20]1[CH:25]=[CH:24][CH:23]=[CH:22][CH:21]=1. Given the reactants [OH:1][C:2]1[CH:9]=[C:8]([CH:10]([CH3:12])[CH3:11])[CH:7]=[CH:6][C:3]=1[CH:4]=[O:5].C(=O)([O-])[O-].[K+].[K+].[CH2:19](Br)[C:20]1[CH:25]=[CH:24][CH:23]=[CH:22][CH:21]=1, predict the reaction product. (3) The product is: [C:22]([O:26][C:27](=[O:28])[N:10]([C:4]1[CH:5]=[CH:6][C:7]([CH:8]=[O:9])=[C:2]([F:1])[N:3]=1)[CH2:11][C:12]1[CH:13]=[N:14][C:15]([C:18]([F:21])([F:19])[F:20])=[CH:16][CH:17]=1)([CH3:25])([CH3:24])[CH3:23]. Given the reactants [F:1][C:2]1[C:7]([CH:8]=[O:9])=[CH:6][CH:5]=[C:4]([NH:10][CH2:11][C:12]2[CH:13]=[N:14][C:15]([C:18]([F:21])([F:20])[F:19])=[CH:16][CH:17]=2)[N:3]=1.[C:22]([O:26][C:27](O[C:27]([O:26][C:22]([CH3:25])([CH3:24])[CH3:23])=[O:28])=[O:28])([CH3:25])([CH3:24])[CH3:23], predict the reaction product. (4) Given the reactants [CH3:1][C@H:2]1[N:7]([C:8]2[C:9]3[N:23]=[CH:22][CH:21]=[CH:20][C:10]=3[C:11]([C:14]3[CH:19]=[CH:18][CH:17]=[CH:16][CH:15]=3)=[N:12][N:13]=2)[CH2:6][CH2:5][N:4](C(OC(C)(C)C)=O)[CH2:3]1.FC(F)(F)C(O)=O, predict the reaction product. The product is: [CH3:1][C@@H:2]1[CH2:3][NH:4][CH2:5][CH2:6][N:7]1[C:8]1[C:9]2[N:23]=[CH:22][CH:21]=[CH:20][C:10]=2[C:11]([C:14]2[CH:19]=[CH:18][CH:17]=[CH:16][CH:15]=2)=[N:12][N:13]=1. (5) Given the reactants [CH2:1]([NH:3][C:4]1[C:8]2[CH:9]=[N:10][C:11]([NH:13][C:14]([NH:16][C@@H:17]([C:19]3[CH:24]=[CH:23][CH:22]=[CH:21][CH:20]=3)[CH3:18])=[O:15])=[CH:12][C:7]=2[N:6](C(C2C=CC=CC=2)(C2C=CC=CC=2)C2C=CC=CC=2)[N:5]=1)[CH3:2].C([SiH](CC)CC)C, predict the reaction product. The product is: [CH2:1]([NH:3][C:4]1[C:8]2[CH:9]=[N:10][C:11]([NH:13][C:14]([NH:16][C@@H:17]([C:19]3[CH:20]=[CH:21][CH:22]=[CH:23][CH:24]=3)[CH3:18])=[O:15])=[CH:12][C:7]=2[NH:6][N:5]=1)[CH3:2].